Dataset: Reaction yield outcomes from USPTO patents with 853,638 reactions. Task: Predict the reaction yield, written as a fraction of the theoretical maximum amount of product (1.0 means a 100% yield; for example, 0.34 means a 34% yield). (1) The reactants are C[O:2][C:3]([C:5]1[C:6]([NH:16][C:17]2[CH:22]=[CH:21][C:20]([Br:23])=[CH:19][C:18]=2[Cl:24])=[C:7]([F:15])[C:8]2[O:12][N:11]=[C:10]([CH3:13])[C:9]=2[CH:14]=1)=[O:4].[Li+].[OH-].Cl. The catalyst is C1COCC1.O.O. The product is [Br:23][C:20]1[CH:21]=[CH:22][C:17]([NH:16][C:6]2[C:5]([C:3]([OH:4])=[O:2])=[CH:14][C:9]3[C:10]([CH3:13])=[N:11][O:12][C:8]=3[C:7]=2[F:15])=[C:18]([Cl:24])[CH:19]=1. The yield is 0.990. (2) The reactants are [CH3:1][C:2]1[C:7]([O:8][C:9]2[CH:14]=[CH:13][N:12]=[C:11]([C:15]3[S:19][CH:18]=[N:17][CH:16]=3)[CH:10]=2)=[CH:6][CH:5]=[C:4]([N+:20]([O-])=O)[N:3]=1.[NH4+].[Cl-]. The catalyst is C1COCC1.CO.[Zn]. The product is [CH3:1][C:2]1[N:3]=[C:4]([NH2:20])[CH:5]=[CH:6][C:7]=1[O:8][C:9]1[CH:14]=[CH:13][N:12]=[C:11]([C:15]2[S:19][CH:18]=[N:17][CH:16]=2)[CH:10]=1. The yield is 0.720. (3) The reactants are [N:1]([C@@H:4]1[CH2:8][CH2:7][CH2:6][C@@H:5]1[N:9]=[N+]=[N-])=[N+]=[N-].[ClH:12]. The catalyst is CO.[OH-].[Pd+2].[OH-]. The product is [ClH:12].[ClH:12].[C@@H:5]1([NH2:9])[CH2:6][CH2:7][CH2:8][C@@H:4]1[NH2:1]. The yield is 0.320. (4) The reactants are CNCCNC.[Cl:7][C:8]1[C:12]([NH:13][C:14](=[O:16])[CH3:15])=[CH:11][NH:10][N:9]=1.C(=O)([O-])[O-].[K+].[K+].Br[C:24]1[CH:25]=[N:26][CH:27]=[CH:28][CH:29]=1. The catalyst is [Cu]Cl.C(#N)C. The product is [Cl:7][C:8]1[C:12]([NH:13][C:14](=[O:16])[CH3:15])=[CH:11][N:10]([C:24]2[CH:25]=[N:26][CH:27]=[CH:28][CH:29]=2)[N:9]=1. The yield is 0.640. (5) The reactants are Br[C:2]1[CH:7]=[C:6]([O:8][CH3:9])[CH:5]=[C:4]([O:10][CH3:11])[CH:3]=1.[Na+].[I-:13].CNCCNC. The catalyst is O1CCOCC1.[Cu]I. The product is [I:13][C:2]1[CH:7]=[C:6]([O:8][CH3:9])[CH:5]=[C:4]([O:10][CH3:11])[CH:3]=1. The yield is 0.860. (6) The reactants are [NH2:1][C:2]1[CH:10]=[CH:9][C:5]([C:6]([OH:8])=[O:7])=[CH:4][C:3]=1[N+:11]([O-:13])=[O:12].[OH-].[Na+].[CH2:16](O)[CH3:17].S(=O)(=O)(O)O. No catalyst specified. The product is [CH2:16]([O:7][C:6](=[O:8])[C:5]1[CH:9]=[CH:10][C:2]([NH2:1])=[C:3]([N+:11]([O-:13])=[O:12])[CH:4]=1)[CH3:17]. The yield is 0.920.